From a dataset of Catalyst prediction with 721,799 reactions and 888 catalyst types from USPTO. Predict which catalyst facilitates the given reaction. (1) Reactant: [Br:1][C:2]1[S:6][C:5]([C:7]([OH:9])=O)=[C:4]([CH3:10])[CH:3]=1.O.O[N:13]1C2C=CC=CC=2N=N1.C(N(C(C)C)CC)(C)C.Cl.[CH2:32]([O:34][C:35](=[O:45])[C@H:36]([CH2:38][CH2:39][C:40]([O:42][CH2:43][CH3:44])=[O:41])[NH2:37])[CH3:33].Cl.CN(C)CCCN=C=NCC. Product: [CH2:32]([O:34][C:35](=[O:45])[C@:36]([NH:13][C:7]([C:5]1[S:6][C:2]([Br:1])=[CH:3][C:4]=1[CH3:10])=[O:9])([CH2:38][CH2:39][C:40]([O:42][CH2:43][CH3:44])=[O:41])[NH2:37])[CH3:33]. The catalyst class is: 18. (2) Reactant: [OH:1][C:2]1[C:7]([OH:8])=[CH:6][CH:5]=[CH:4][N:3]=1.[NH2:9][C:10]1[CH:15]=[CH:14][CH:13]=[CH:12][CH:11]=1.C([C:19]1[CH:25]=[CH:24][C:22]([NH2:23])=[CH:21][CH:20]=1)(=O)C. Product: [C:10]1([NH:9][C:5]2[C:4]([NH:23][C:22]3[CH:24]=[CH:25][CH:19]=[CH:20][CH:21]=3)=[N:3][C:2](=[O:1])[C:7](=[O:8])[CH:6]=2)[CH:15]=[CH:14][CH:13]=[CH:12][CH:11]=1. The catalyst class is: 283. (3) Reactant: [C:1]([O:5][C:6]([CH3:9])([CH3:8])[CH3:7])(=[O:4])[CH:2]=[CH2:3].[F:10][C:11]1[CH:12]=[C:13]([CH:17]=[CH:18][CH:19]=1)[CH2:14][CH2:15][NH2:16]. Product: [F:10][C:11]1[CH:12]=[C:13]([CH:17]=[CH:18][CH:19]=1)[CH2:14][CH2:15][NH:16][CH2:3][CH2:2][C:1]([O:5][C:6]([CH3:9])([CH3:8])[CH3:7])=[O:4]. The catalyst class is: 8. (4) Reactant: [CH:1]1([OH:7])[CH2:6][CH2:5][CH2:4][CH2:3][CH2:2]1.[Na].[Cl:9][C:10]1[CH:15]=[CH:14][CH:13]=[C:12](Cl)[N:11]=1. Product: [Cl:9][C:10]1[CH:15]=[CH:14][CH:13]=[C:12]([O:7][CH:1]2[CH2:6][CH2:5][CH2:4][CH2:3][CH2:2]2)[N:11]=1. The catalyst class is: 11. (5) Reactant: [Na].[CH3:2][CH:3]([C:9](OCC)=O)[C:4]([O:6]CC)=[O:5].BrC[C:16]1[CH:21]=[CH:20][CH:19]=[CH:18][C:17]=1[CH2:22]Br.[OH-:24].[K+]. Product: [C:18]1([CH2:9][CH:3]([CH3:2])[C:4]([OH:6])=[O:5])[CH:19]=[CH:20][CH:21]=[CH:16][C:17]=1[CH2:22][CH:3]([CH3:2])[C:4]([OH:5])=[O:24]. The catalyst class is: 40.